This data is from Catalyst prediction with 721,799 reactions and 888 catalyst types from USPTO. The task is: Predict which catalyst facilitates the given reaction. (1) The catalyst class is: 3. Product: [Br:29][C:26]1[CH:27]=[CH:28][C:23]([CH2:22][N:13]2[CH2:14][CH2:15][C@H:11]([O:10][Si:3]([C:6]([CH3:9])([CH3:8])[CH3:7])([CH3:5])[CH3:4])[C:12]2=[O:16])=[CH:24][C:25]=1[Cl:30]. Reactant: [H-].[Na+].[Si:3]([O:10][C@H:11]1[CH2:15][CH2:14][NH:13][C:12]1=[O:16])([C:6]([CH3:9])([CH3:8])[CH3:7])([CH3:5])[CH3:4].CS(O[CH2:22][C:23]1[CH:28]=[CH:27][C:26]([Br:29])=[C:25]([Cl:30])[CH:24]=1)(=O)=O. (2) Reactant: [CH:1]1[CH:6]=[C:5]2[C:7]([N-:9][C:10](=[O:11])[C:4]2=[CH:3][CH:2]=1)=[O:8].[K+]. Product: [C:10]1(=[O:11])[NH:9][C:7](=[O:8])[C:5]2=[CH:6][CH:1]=[CH:2][CH:3]=[C:4]12. The catalyst class is: 22. (3) Product: [CH2:30]([N:10]1[C:11]2([CH2:17][CH2:16][N:15]([C:18](=[O:26])[C:19]3[CH:20]=[CH:21][C:22]([Cl:25])=[CH:23][CH:24]=3)[CH2:14][CH2:13]2)[NH:12][C@@H:8]([CH2:1][C:2]2[CH:7]=[CH:6][CH:5]=[CH:4][CH:3]=2)[C:9]1=[O:27])[C:31]1[CH:36]=[CH:35][CH:34]=[CH:33][CH:32]=1. Reactant: [CH2:1]([C@@H:8]1[NH:12][C:11]2([CH2:17][CH2:16][N:15]([C:18](=[O:26])[C:19]3[CH:24]=[CH:23][C:22]([Cl:25])=[CH:21][CH:20]=3)[CH2:14][CH2:13]2)[NH:10][C:9]1=[O:27])[C:2]1[CH:7]=[CH:6][CH:5]=[CH:4][CH:3]=1.[H-].[Na+].[CH2:30](Cl)[C:31]1[CH:36]=[CH:35][CH:34]=[CH:33][CH:32]=1.[NH4+].[Cl-]. The catalyst class is: 1.